Dataset: Full USPTO retrosynthesis dataset with 1.9M reactions from patents (1976-2016). Task: Predict the reactants needed to synthesize the given product. Given the product [ClH:17].[N:1]1([CH2:7][CH2:8][CH2:9][O:10][C:11]2[CH:19]=[CH:18][C:14]([C:15]([N:25]3[CH2:26][C:27]4[C:32](=[CH:31][CH:30]=[CH:29][CH:28]=4)[CH2:24]3)=[O:16])=[C:13]([C:20]([F:23])([F:22])[F:21])[CH:12]=2)[CH2:6][CH2:5][CH2:4][CH2:3][CH2:2]1, predict the reactants needed to synthesize it. The reactants are: [N:1]1([CH2:7][CH2:8][CH2:9][O:10][C:11]2[CH:19]=[CH:18][C:14]([C:15]([Cl:17])=[O:16])=[C:13]([C:20]([F:23])([F:22])[F:21])[CH:12]=2)[CH2:6][CH2:5][CH2:4][CH2:3][CH2:2]1.[CH2:24]1[C:32]2[C:27](=[CH:28][CH:29]=[CH:30][CH:31]=2)[CH2:26][NH:25]1.CCN(CC1C=CC=CC=1)CC.C=CC1C=CC=CC=1.C=CC1C=CC(C=C)=CC=1.